Dataset: Full USPTO retrosynthesis dataset with 1.9M reactions from patents (1976-2016). Task: Predict the reactants needed to synthesize the given product. Given the product [CH3:37][C:38]1[CH:45]=[C:44]([CH3:46])[CH:43]=[CH:42][C:39]=1[CH2:9][NH:10][CH2:11][C@H:12]([NH:18][C:19](=[O:35])[CH:20]([CH3:21])[C:22]([NH:23][C:24]1[CH:29]=[CH:28][CH:27]=[C:26]([C:30]([F:31])([F:32])[F:33])[CH:25]=1)=[O:34])[C@@H:13]([OH:17])[CH2:14][CH2:15][CH3:16], predict the reactants needed to synthesize it. The reactants are: C(O[C:9](=O)[NH:10][CH2:11][C@H:12]([NH:18][C:19](=[O:35])[CH:20]([C:22](=[O:34])[NH:23][C:24]1[CH:29]=[CH:28][CH:27]=[C:26]([C:30]([F:33])([F:32])[F:31])[CH:25]=1)[CH3:21])[C@@H:13]([OH:17])[C:14]#[C:15][CH3:16])C1C=CC=CC=1.[CH3:37][C:38]1[CH:45]=[C:44]([CH3:46])[CH:43]=[CH:42][C:39]=1C=O.C([BH3-])#N.[Na+].